The task is: Predict the product of the given reaction.. This data is from Forward reaction prediction with 1.9M reactions from USPTO patents (1976-2016). (1) Given the reactants C(O)C.[C:4]([C:7]1[C:8]([OH:18])=[CH:9][C:10]([CH3:17])=[C:11]([NH:13][C:14](=[O:16])[CH3:15])[CH:12]=1)(=O)[CH3:5].[Cl-].[OH:20][NH3+:21].C([O-])(=O)C.[Na+], predict the reaction product. The product is: [OH:18][C:8]1[C:7]([C:4](=[N:21][OH:20])[CH3:5])=[CH:12][C:11]([NH:13][C:14](=[O:16])[CH3:15])=[C:10]([CH3:17])[CH:9]=1. (2) Given the reactants [NH2:1][C:2]1[CH:3]=[C:4]([CH:21]=[CH:22][CH:23]=1)[O:5][C:6]1[CH:7]=[CH:8][C:9]2[N:10]([CH:12]=[C:13]([NH:15][C:16]([CH:18]3[CH2:20][CH2:19]3)=[O:17])[N:14]=2)[N:11]=1.[CH3:24][O:25][C:26]([C:28]1[CH:29]=[C:30]([CH:34]=[CH:35][CH:36]=1)[C:31](O)=[O:32])=[O:27].Cl.CN(C)CCCN=C=NCC.ON1C2C=CC=CC=2N=N1, predict the reaction product. The product is: [CH:18]1([C:16]([NH:15][C:13]2[N:14]=[C:9]3[CH:8]=[CH:7][C:6]([O:5][C:4]4[CH:3]=[C:2]([NH:1][C:31]([C:30]5[CH:29]=[C:28]([CH:36]=[CH:35][CH:34]=5)[C:26]([O:25][CH3:24])=[O:27])=[O:32])[CH:23]=[CH:22][CH:21]=4)=[N:11][N:10]3[CH:12]=2)=[O:17])[CH2:20][CH2:19]1. (3) Given the reactants F[C:2](F)(F)C(O)=O.[NH2:8][C:9]1[C:14]([C:15]([C:17]2[CH:22]=[C:21]([F:23])[CH:20]=[CH:19][C:18]=2[O:24][CH3:25])=[O:16])=[CH:13]N=[C:11]([NH:26][CH:27]2[CH2:32][CH2:31][NH:30][CH2:29][CH2:28]2)[N:10]=1.[CH3:33][N:34]=[C:35]=[O:36], predict the reaction product. The product is: [CH3:33][NH:34][C:35]([N:30]1[CH2:31][CH2:32][CH:27]([NH:26][C:11]2[CH:2]=[CH:13][C:14]([C:15](=[O:16])[C:17]3[CH:22]=[C:21]([F:23])[CH:20]=[CH:19][C:18]=3[O:24][CH3:25])=[C:9]([NH2:8])[N:10]=2)[CH2:28][CH2:29]1)=[O:36]. (4) Given the reactants [F:1][C:2]1[CH:10]=[CH:9][CH:8]=[C:7]([F:11])[C:3]=1[C:4](Cl)=[O:5].[CH2:12]([NH:14][CH2:15][C:16]([CH2:22][NH:23][C:24]1[CH:32]=[CH:31][CH:30]=[C:29]2[C:25]=1[CH:26]=[N:27][N:28]2[C:33]1[CH:38]=[CH:37][C:36]([F:39])=[CH:35][CH:34]=1)([OH:21])[C:17]([F:20])([F:19])[F:18])[CH3:13], predict the reaction product. The product is: [CH2:12]([N:14]([CH2:15][C:16]([CH2:22][NH:23][C:24]1[CH:32]=[CH:31][CH:30]=[C:29]2[C:25]=1[CH:26]=[N:27][N:28]2[C:33]1[CH:34]=[CH:35][C:36]([F:39])=[CH:37][CH:38]=1)([OH:21])[C:17]([F:19])([F:20])[F:18])[C:4](=[O:5])[C:3]1[C:2]([F:1])=[CH:10][CH:9]=[CH:8][C:7]=1[F:11])[CH3:13]. (5) Given the reactants [Br:1][C:2]1[CH:7]=[CH:6][C:5]([NH:8][C:9](=[O:13])[CH2:10][CH2:11]Cl)=[C:4]([Cl:14])[CH:3]=1.[Cl-].[Al+3].[Cl-].[Cl-], predict the reaction product. The product is: [Br:1][C:2]1[CH:7]=[C:6]2[C:5](=[C:4]([Cl:14])[CH:3]=1)[NH:8][C:9](=[O:13])[CH2:10][CH2:11]2.